From a dataset of Full USPTO retrosynthesis dataset with 1.9M reactions from patents (1976-2016). Predict the reactants needed to synthesize the given product. The reactants are: [CH3:1][C:2]1([NH:9][C:10](=[O:16])[O:11][C:12]([CH3:15])([CH3:14])[CH3:13])[CH2:7][CH2:6][C:5](=O)[CH2:4][CH2:3]1.CO.C([O-])=O.[NH4+:22]. Given the product [NH2:22][CH:5]1[CH2:6][CH2:7][C:2]([NH:9][C:10](=[O:16])[O:11][C:12]([CH3:15])([CH3:14])[CH3:13])([CH3:1])[CH2:3][CH2:4]1, predict the reactants needed to synthesize it.